Dataset: Full USPTO retrosynthesis dataset with 1.9M reactions from patents (1976-2016). Task: Predict the reactants needed to synthesize the given product. (1) Given the product [CH2:18]([O:19][CH2:20][CH:21]([CH2:26][CH3:27])[CH2:22][CH2:23][CH2:24][CH3:25])[CH:17]1[O:28][CH2:16]1, predict the reactants needed to synthesize it. The reactants are: C(C1OC1)Cl.C(C(CCCC)CO)C.Cl[CH2:16][CH:17]([OH:28])[CH2:18][O:19][CH2:20][CH:21]([CH2:26][CH3:27])[CH2:22][CH2:23][CH2:24][CH3:25].CC(C)([O-])C.[K+]. (2) Given the product [NH2:33][C@H:23]([C:12]1[C:11]([C:8]2[CH:9]=[CH:10][C:2]([Cl:1])=[C:3]3[C:7]=2[N:6]([CH3:41])[N:5]=[C:4]3[NH:42][S:43]([C:46]([F:49])([F:47])[F:48])(=[O:45])=[O:44])=[CH:16][CH:15]=[C:14]([C:17]#[C:18][C:19]([OH:22])([CH3:20])[CH3:21])[N:13]=1)[CH2:24][C:25]1[CH:26]=[C:27]([F:32])[CH:28]=[C:29]([F:31])[CH:30]=1, predict the reactants needed to synthesize it. The reactants are: [Cl:1][C:2]1[CH:10]=[CH:9][C:8]([C:11]2[C:12]([C@@H:23]([NH:33]C(=O)OC(C)(C)C)[CH2:24][C:25]3[CH:30]=[C:29]([F:31])[CH:28]=[C:27]([F:32])[CH:26]=3)=[N:13][C:14]([C:17]#[C:18][C:19]([OH:22])([CH3:21])[CH3:20])=[CH:15][CH:16]=2)=[C:7]2[C:3]=1[C:4]([NH:42][S:43]([C:46]([F:49])([F:48])[F:47])(=[O:45])=[O:44])=[N:5][N:6]2[CH3:41].FC(F)(F)C(O)=O. (3) The reactants are: [CH:1]([C:4]1[CH:11]=[CH:10][C:7]([CH2:8]Br)=[CH:6][CH:5]=1)([CH3:3])[CH3:2].[H-].[Na+].[F:14][C:15]([F:24])([F:23])[CH2:16][CH2:17][CH:18]([C:21]#[N:22])[C:19]#[N:20]. Given the product [CH:1]([C:4]1[CH:11]=[CH:10][C:7]([CH2:8][C:18]([CH2:17][CH2:16][C:15]([F:14])([F:23])[F:24])([C:19]#[N:20])[C:21]#[N:22])=[CH:6][CH:5]=1)([CH3:3])[CH3:2], predict the reactants needed to synthesize it.